This data is from Reaction yield outcomes from USPTO patents with 853,638 reactions. The task is: Predict the reaction yield, written as a fraction of the theoretical maximum amount of product (1.0 means a 100% yield; for example, 0.34 means a 34% yield). (1) The reactants are [CH3:1][O:2][C:3]1[CH:27]=[CH:26][C:6]([CH2:7][N:8]2[C:12]3=[N:13][CH:14]=[CH:15][C:16]([O:17][C:18]4[CH:23]=[CH:22][C:21]([NH2:24])=[CH:20][C:19]=4[F:25])=[C:11]3[CH:10]=[N:9]2)=[CH:5][CH:4]=1.FC1C=CC([NH:35][C:36]([C:38]2([C:41](O)=[O:42])[CH2:40][CH2:39]2)=[O:37])=CC=1.C1(C(O)=O)(C(O)=O)CC1.[F:53][C:54]1[CH:60]=[CH:59][C:57](N)=[CH:56][CH:55]=1.Cl.C(N=C=NCCCN(C)C)C. The catalyst is CC(N(C)C)=O.CCOC(C)=O.O. The product is [CH3:1][O:2][C:3]1[CH:4]=[CH:5][C:6]([CH2:7][N:8]2[C:12]3=[N:13][CH:14]=[CH:15][C:16]([O:17][C:18]4[CH:23]=[CH:22][C:21]([N:24]([C:57]5[CH:59]=[CH:60][C:54]([F:53])=[CH:55][CH:56]=5)[C:41]([C:38]5([C:36]([NH2:35])=[O:37])[CH2:39][CH2:40]5)=[O:42])=[CH:20][C:19]=4[F:25])=[C:11]3[CH:10]=[N:9]2)=[CH:26][CH:27]=1. The yield is 0.330. (2) The reactants are [C:1]1([CH2:11][C:12](O)=[O:13])[CH:6]=[CH:5][CH:4]=[CH:3][C:2]=1[CH2:7][C:8](O)=[O:9].[H-].[H-].[H-].[H-].[Li+].[Al+3].O.[OH-].[Na+]. The catalyst is C1COCC1. The product is [C:2]1([CH2:7][CH2:8][OH:9])[CH:3]=[CH:4][CH:5]=[CH:6][C:1]=1[CH2:11][CH2:12][OH:13]. The yield is 0.940. (3) The reactants are [CH3:1][S:2]([OH:5])(=[O:4])=[O:3].[F:6][C:7]1[CH:27]=[CH:26][CH:25]=[CH:24][C:8]=1[CH2:9][O:10][C:11]1[CH:23]=[CH:22][C:14]([CH2:15][NH:16][C@@H:17]([CH3:21])[C:18]([NH2:20])=[O:19])=[CH:13][CH:12]=1.O.CC(O)C. The catalyst is CC(C)=O. The product is [CH3:1][S:2]([OH:5])(=[O:4])=[O:3].[F:6][C:7]1[CH:27]=[CH:26][CH:25]=[CH:24][C:8]=1[CH2:9][O:10][C:11]1[CH:12]=[CH:13][C:14]([CH2:15][NH:16][CH:17]([CH3:21])[C:18]([NH2:20])=[O:19])=[CH:22][CH:23]=1. The yield is 0.960.